From a dataset of Forward reaction prediction with 1.9M reactions from USPTO patents (1976-2016). Predict the product of the given reaction. (1) Given the reactants [Br:1][C:2]1[CH:7]=[CH:6][C:5]([C@@H:8]([NH:15][CH3:16])[CH2:9][N:10]2[CH2:14][CH2:13][CH2:12][CH2:11]2)=[CH:4][CH:3]=1.[C:17]([CH2:19][N:20]([C:25]1[CH:30]=[CH:29][C:28]([Cl:31])=[C:27]([Cl:32])[CH:26]=1)[CH2:21][C:22]([OH:24])=O)#[N:18].C(N(CC)CC)C.F[P-](F)(F)(F)(F)F.N1(O[P+](N(C)C)(N(C)C)N(C)C)C2C=CC=CC=2N=N1.FC(F)(F)C(O)=O.C(=O)(O)[O-].[Na+], predict the reaction product. The product is: [Br:1][C:2]1[CH:7]=[CH:6][C:5]([C@@H:8]([N:15]([CH3:16])[C:22](=[O:24])[CH2:21][N:20]([CH2:19][C:17]#[N:18])[C:25]2[CH:30]=[CH:29][C:28]([Cl:31])=[C:27]([Cl:32])[CH:26]=2)[CH2:9][N:10]2[CH2:14][CH2:13][CH2:12][CH2:11]2)=[CH:4][CH:3]=1. (2) Given the reactants [CH2:1]([C:3]1[CH:32]=[CH:31][CH:30]=[CH:29][C:4]=1[O:5][C:6]1[CH:11]=[CH:10][CH:9]=[CH:8][C:7]=1[C@:12]([C@@H:20]1[CH2:25][CH2:24][CH2:23][N:22]([C:26](Cl)=[O:27])[CH2:21]1)([OH:19])[CH2:13][CH2:14][CH2:15][CH2:16][O:17][CH3:18])[CH3:2].[NH2:33][CH2:34][CH:35]([OH:38])[CH2:36][NH2:37], predict the reaction product. The product is: [CH2:1]([C:3]1[CH:32]=[CH:31][CH:30]=[CH:29][C:4]=1[O:5][C:6]1[CH:11]=[CH:10][CH:9]=[CH:8][C:7]=1[C@:12]([C@@H:20]1[CH2:25][CH2:24][CH2:23][N:22]([C:26]([NH:33][CH2:34][CH:35]([OH:38])[CH2:36][NH2:37])=[O:27])[CH2:21]1)([OH:19])[CH2:13][CH2:14][CH2:15][CH2:16][O:17][CH3:18])[CH3:2]. (3) Given the reactants [C:1]([N:5]([CH2:25][C:26](O)=[O:27])[C:6]([C:8]1[CH:13]=[CH:12][C:11]([N:14]2[CH2:17][C:16]([F:19])([F:18])[CH2:15]2)=[C:10]([O:20][CH2:21][CH:22]2[CH2:24][CH2:23]2)[N:9]=1)=[O:7])([CH3:4])([CH3:3])[CH3:2].Cl.[CH3:30][NH:31][CH3:32].CN(C(ON1N=NC2C=CC=CC1=2)=[N+](C)C)C.[B-](F)(F)(F)F.CCN(C(C)C)C(C)C, predict the reaction product. The product is: [C:1]([N:5]([CH2:25][C:26](=[O:27])[N:31]([CH3:32])[CH3:30])[C:6]([C:8]1[CH:13]=[CH:12][C:11]([N:14]2[CH2:17][C:16]([F:19])([F:18])[CH2:15]2)=[C:10]([O:20][CH2:21][CH:22]2[CH2:24][CH2:23]2)[N:9]=1)=[O:7])([CH3:4])([CH3:2])[CH3:3]. (4) Given the reactants [CH3:1][C:2]1[CH:11]=[CH:10][CH:9]=[C:8]2[C:3]=1[C:4](=[O:46])[N:5]([C:32]1[CH:33]=[C:34](OS(C(F)(F)F)(=O)=O)[CH:35]=[CH:36][CH:37]=1)[C:6]([CH:12]([NH:14][C:15]1[N:23]=[CH:22][N:21]=[C:20]3[C:16]=1[N:17]=[CH:18][N:19]3[CH2:24][O:25][CH2:26][CH2:27][Si:28]([CH3:31])([CH3:30])[CH3:29])[CH3:13])=[N:7]2.C(N(CC)CC)C.[CH3:54][Si:55]([C:58]#[CH:59])([CH3:57])[CH3:56], predict the reaction product. The product is: [CH3:1][C:2]1[CH:11]=[CH:10][CH:9]=[C:8]2[C:3]=1[C:4](=[O:46])[N:5]([C:32]1[CH:37]=[CH:36][CH:35]=[C:34]([C:59]#[C:58][Si:55]([CH3:57])([CH3:56])[CH3:54])[CH:33]=1)[C:6]([CH:12]([NH:14][C:15]1[N:23]=[CH:22][N:21]=[C:20]3[C:16]=1[N:17]=[CH:18][N:19]3[CH2:24][O:25][CH2:26][CH2:27][Si:28]([CH3:29])([CH3:31])[CH3:30])[CH3:13])=[N:7]2. (5) Given the reactants Br[C:2]1[S:6][C:5]([S:7]([N:10]2[CH2:15][CH2:14][N:13]([C:16]3[N:21]=[CH:20][C:19]([C:22]([OH:31])([C:27]([F:30])([F:29])[F:28])[C:23]([F:26])([F:25])[F:24])=[CH:18][N:17]=3)[C@@H:12]([CH2:32][CH:33]3[CH2:38][CH2:37][O:36][CH2:35][CH2:34]3)[CH2:11]2)(=[O:9])=[O:8])=[CH:4][CH:3]=1, predict the reaction product. The product is: [F:30][C:27]([F:28])([F:29])[C:22]([C:19]1[CH:20]=[N:21][C:16]([N:13]2[CH2:14][CH2:15][N:10]([S:7]([C:5]3[S:6][CH:2]=[CH:3][CH:4]=3)(=[O:9])=[O:8])[CH2:11][C@@H:12]2[CH2:32][CH:33]2[CH2:38][CH2:37][O:36][CH2:35][CH2:34]2)=[N:17][CH:18]=1)([OH:31])[C:23]([F:24])([F:26])[F:25]. (6) Given the reactants CC(N)[C@H]1O[C@H](O[C@H]2[C@H](O)[C@@H](O[C@H]3OC[C@@](O)(C)[C@H](NC)[C@H]3O)[C@H](N)C[C@@H]2N)[C@H](N)CC1.[CH3:33][CH:34]([NH:64][CH3:65])[C@H:35]1[O:40][C@H:39]([O:41][C@H:42]2[C@H:47]([OH:48])[C@@H:46]([O:49][C@H:50]3[O:55][CH2:54][C@@:53]([OH:57])([CH3:56])[C@H:52]([NH:58][CH3:59])[C@H:51]3[OH:60])[C@H:45]([NH2:61])[CH2:44][C@@H:43]2[NH2:62])[C@H:38]([NH2:63])[CH2:37][CH2:36]1.C[C@@]1(O)[C@H](NC)[C@@H](O)[C@@H](O[C@@H]2[C@@H](O)[C@H](O[C@H]3O[C@H](CN)CC[C@H]3N)[C@@H](N)C[C@H]2N)OC1.OS(O)(=O)=O, predict the reaction product. The product is: [CH3:33][C@@H:34]([NH:64][CH3:65])[C@H:35]1[O:40][C@H:39]([O:41][C@H:42]2[C@H:47]([OH:48])[C@@H:46]([O:49][C@H:50]3[O:55][CH2:54][C@@:53]([OH:57])([CH3:56])[C@H:52]([NH:58][CH3:59])[C@H:51]3[OH:60])[C@H:45]([NH2:61])[CH2:44][C@@H:43]2[NH2:62])[C@H:38]([NH2:63])[CH2:37][CH2:36]1. (7) Given the reactants [CH3:1][NH2:2].Br[CH2:4][C:5]1[CH:6]=[C:7]([CH:10]=[CH:11][CH:12]=1)[C:8]#[N:9], predict the reaction product. The product is: [CH3:1][NH:2][CH2:4][C:5]1[CH:6]=[C:7]([CH:10]=[CH:11][CH:12]=1)[C:8]#[N:9].